Dataset: Forward reaction prediction with 1.9M reactions from USPTO patents (1976-2016). Task: Predict the product of the given reaction. (1) Given the reactants C([Si](C)(C)[O:6][C:7]1[C:8]([F:29])=[C:9]([CH:14]([NH:22][S@:23]([C:25]([CH3:28])([CH3:27])[CH3:26])=[O:24])[CH2:15][C:16]2[CH:21]=[CH:20][N:19]=[CH:18][CH:17]=2)[CH:10]=[CH:11][C:12]=1[F:13])(C)(C)C.[F-].C([N+](CCCC)(CCCC)CCCC)CCC, predict the reaction product. The product is: [F:29][C:8]1[C:7]([OH:6])=[C:12]([F:13])[CH:11]=[CH:10][C:9]=1[CH:14]([NH:22][S@:23]([C:25]([CH3:28])([CH3:27])[CH3:26])=[O:24])[CH2:15][C:16]1[CH:17]=[CH:18][N:19]=[CH:20][CH:21]=1. (2) Given the reactants [CH3:1][C:2]1[CH:7]=[C:6]([N+:8]([O-])=O)[CH:5]=[CH:4][C:3]=1[O:11][C:12](=[O:14])[CH3:13], predict the reaction product. The product is: [NH2:8][C:6]1[CH:5]=[CH:4][C:3]([O:11][C:12](=[O:14])[CH3:13])=[C:2]([CH3:1])[CH:7]=1. (3) Given the reactants [N:1]1([CH2:6][C:7]2[CH:12]=[CH:11][C:10]([CH:13](O)[CH3:14])=[CH:9][CH:8]=2)[CH:5]=[CH:4][CH:3]=[N:2]1.P(Br)(Br)[Br:17], predict the reaction product. The product is: [Br:17][CH:13]([C:10]1[CH:11]=[CH:12][C:7]([CH2:6][N:1]2[CH:5]=[CH:4][CH:3]=[N:2]2)=[CH:8][CH:9]=1)[CH3:14]. (4) Given the reactants [NH:1]1[C:9]2[C:4](=[CH:5][C:6]([N:10]3[CH:15]=[CH:14][C:13]([C:16]4[CH:21]=[CH:20][C:19]([C:22]([F:25])([F:24])[F:23])=[CH:18][CH:17]=4)=[CH:12][C:11]3=[O:26])=[CH:7][CH:8]=2)[CH:3]=[N:2]1.Br[CH2:28][CH2:29][CH2:30][Cl:31].C([O-])([O-])=O.[Cs+].[Cs+], predict the reaction product. The product is: [Cl:31][CH2:30][CH2:29][CH2:28][N:1]1[C:9]2[C:4](=[CH:5][C:6]([N:10]3[CH:15]=[CH:14][C:13]([C:16]4[CH:21]=[CH:20][C:19]([C:22]([F:24])([F:25])[F:23])=[CH:18][CH:17]=4)=[CH:12][C:11]3=[O:26])=[CH:7][CH:8]=2)[CH:3]=[N:2]1. (5) Given the reactants [H-].[H-].[H-].[H-].[Li+].[Al+3].[O:7]1[C:11]2[CH:12]=[CH:13][C:14]([C:16]3[C:20]([CH2:21][O:22][C:23]4[C:28]([F:29])=[CH:27][C:26]([CH2:30][CH2:31][C:32](OCC)=[O:33])=[CH:25][C:24]=4[F:37])=[C:19]([C:38]([F:41])([F:40])[F:39])[S:18][N:17]=3)=[CH:15][C:10]=2[O:9][CH2:8]1, predict the reaction product. The product is: [O:7]1[C:11]2[CH:12]=[CH:13][C:14]([C:16]3[C:20]([CH2:21][O:22][C:23]4[C:28]([F:29])=[CH:27][C:26]([CH2:30][CH2:31][CH2:32][OH:33])=[CH:25][C:24]=4[F:37])=[C:19]([C:38]([F:40])([F:41])[F:39])[S:18][N:17]=3)=[CH:15][C:10]=2[O:9][CH2:8]1. (6) The product is: [CH2:43]([O:45][C:46](=[O:51])[CH2:47][CH2:48][CH2:49][NH:50][C:32]([N:27]1[C:28]2[C:24](=[CH:23][C:22]([O:21][CH2:20][C:13]3[S:14][C:15]([C:16]([F:19])([F:17])[F:18])=[C:11]([C:5]4[CH:6]=[CH:7][CH:8]=[CH:9][CH:10]=4)[CH:12]=3)=[CH:30][CH:29]=2)[CH2:25][CH2:26]1)=[O:34])[CH3:44]. Given the reactants ClCCl.Cl.[C:5]1([C:11]2[CH:12]=[C:13]([CH2:20][O:21][C:22]3[CH:23]=[C:24]4[C:28](=[CH:29][CH:30]=3)[NH:27][CH2:26][CH2:25]4)[S:14][C:15]=2[C:16]([F:19])([F:18])[F:17])[CH:10]=[CH:9][CH:8]=[CH:7][CH:6]=1.Cl[C:32](Cl)([O:34]C(=O)OC(Cl)(Cl)Cl)Cl.[CH2:43]([O:45][C:46](=[O:51])[CH2:47][CH2:48][CH2:49][NH2:50])[CH3:44], predict the reaction product. (7) Given the reactants [F:1][CH2:2][CH2:3][O:4][C:5]1[CH:10]=[CH:9][CH:8]=[CH:7][C:6]=1[C:11](=O)[CH3:12].[NH2:14][C:15]1[S:16]/[C:17](=[CH:21]\[C:22]2[CH:27]=[C:26]([O:28][CH3:29])[C:25]([OH:30])=[C:24]([Cl:31])[CH:23]=2)/[C:18](=[O:20])[N:19]=1, predict the reaction product. The product is: [Cl:31][C:24]1[CH:23]=[C:22](/[CH:21]=[C:17]2/[C:18](=[O:20])[N:19]3[CH:12]=[C:11]([C:6]4[CH:7]=[CH:8][CH:9]=[CH:10][C:5]=4[O:4][CH2:3][CH2:2][F:1])[N:14]=[C:15]3[S:16]/2)[CH:27]=[C:26]([O:28][CH3:29])[C:25]=1[OH:30].